Task: Predict the reaction yield, written as a fraction of the theoretical maximum amount of product (1.0 means a 100% yield; for example, 0.34 means a 34% yield).. Dataset: Reaction yield outcomes from USPTO patents with 853,638 reactions (1) The catalyst is O1CCCC1.C(OCC)(=O)C. The yield is 0.870. The reactants are [CH2:1]([C:5]1[N:10]2[N:11]=[CH:12][CH:13]=[C:9]2[N:8]([CH:14]2[CH2:23][CH2:22][C:17]3(OCC[O:18]3)[CH2:16][CH2:15]2)[C:7](=[O:24])[C:6]=1[CH2:25][C:26]1[CH:31]=[CH:30][C:29]([C:32]2[C:33]([C:38]#[N:39])=[CH:34][CH:35]=[CH:36][CH:37]=2)=[CH:28][CH:27]=1)[CH2:2][CH2:3][CH3:4].Cl.[OH-].[Na+]. The product is [CH2:1]([C:5]1[N:10]2[N:11]=[CH:12][CH:13]=[C:9]2[N:8]([C@H:14]2[CH2:23][CH2:22][C@H:17]([OH:18])[CH2:16][CH2:15]2)[C:7](=[O:24])[C:6]=1[CH2:25][C:26]1[CH:27]=[CH:28][C:29]([C:32]2[C:33]([C:38]#[N:39])=[CH:34][CH:35]=[CH:36][CH:37]=2)=[CH:30][CH:31]=1)[CH2:2][CH2:3][CH3:4]. (2) The yield is 0.0965. The product is [CH3:39][O:38][C:35]1[N:34]=[CH:33][C:32]([CH2:31][C:26]2[C:24](=[O:25])[N:23]=[C:1]([O:3][CH2:4][CH2:5][C:6]3[CH:7]=[CH:8][C:9]([O:12][C:13]4[CH:14]=[N:15][C:16]([C:19]([F:22])([F:21])[F:20])=[CH:17][CH:18]=4)=[CH:10][CH:11]=3)[NH:2][CH:27]=2)=[CH:37][N:36]=1. The catalyst is CN1C(=O)CCC1. The reactants are [C:1](=[NH:23])([O:3][CH2:4][CH2:5][C:6]1[CH:11]=[CH:10][C:9]([O:12][C:13]2[CH:14]=[N:15][C:16]([C:19]([F:22])([F:21])[F:20])=[CH:17][CH:18]=2)=[CH:8][CH:7]=1)[NH2:2].[CH:24]([CH:26]([CH2:31][C:32]1[CH:33]=[N:34][C:35]([O:38][CH3:39])=[N:36][CH:37]=1)[C:27](OC)=O)=[O:25].C([O-])([O-])=O.[K+].[K+]. (3) The reactants are [C:1]([C:3]1[C:7]([CH3:8])=[C:6]([CH3:9])[S:5][C:4]=1[NH:10][C:11]([NH:13]C(=O)C1C=CC=CC=1)=[S:12])#[N:2].[OH-].[Na+].[CH3:24]I. The catalyst is C(O)C. The product is [CH3:8][C:7]1[C:3]2[C:1]([NH2:2])=[N:13][C:11]([S:12][CH3:24])=[N:10][C:4]=2[S:5][C:6]=1[CH3:9]. The yield is 0.890.